From a dataset of Forward reaction prediction with 1.9M reactions from USPTO patents (1976-2016). Predict the product of the given reaction. (1) Given the reactants [CH2:1]([N:5]([CH2:49][CH2:50][CH2:51][CH3:52])[C:6]([C:8]1[CH:12]=[C:11]([CH3:13])[N:10]([C:14]2[CH:19]=[CH:18][C:17]([NH:20][C:21](=[O:34])[CH:22]([C:28]3[CH:33]=[CH:32][CH:31]=[CH:30][CH:29]=3)[CH2:23][C:24]([O:26]C)=[O:25])=[CH:16][C:15]=2[C:35]([N:37]2[C@H:46]([CH2:47][OH:48])[CH2:45][C:44]3[C:39](=[CH:40][CH:41]=[CH:42][CH:43]=3)[CH2:38]2)=[O:36])[N:9]=1)=[O:7])[CH2:2][CH2:3][CH3:4].O.[OH-].[Li+], predict the reaction product. The product is: [CH2:49]([N:5]([CH2:1][CH2:2][CH2:3][CH3:4])[C:6]([C:8]1[CH:12]=[C:11]([CH3:13])[N:10]([C:14]2[CH:19]=[CH:18][C:17]([NH:20][C:21](=[O:34])[CH:22]([C:28]3[CH:33]=[CH:32][CH:31]=[CH:30][CH:29]=3)[CH2:23][C:24]([OH:26])=[O:25])=[CH:16][C:15]=2[C:35]([N:37]2[C@H:46]([CH2:47][OH:48])[CH2:45][C:44]3[C:39](=[CH:40][CH:41]=[CH:42][CH:43]=3)[CH2:38]2)=[O:36])[N:9]=1)=[O:7])[CH2:50][CH2:51][CH3:52]. (2) Given the reactants [CH2:1]([O:3][C:4]1[CH:13]=[C:12]2[C:7]([C:8](=[O:22])[CH:9]=[C:10]([C:14]3[CH:19]=[CH:18][CH:17]=[CH:16][C:15]=3[O:20]C)[O:11]2)=[CH:6][CH:5]=1)[CH3:2].B(Br)(Br)Br.Cl, predict the reaction product. The product is: [CH2:1]([O:3][C:4]1[CH:13]=[C:12]2[C:7]([C:8](=[O:22])[CH:9]=[C:10]([C:14]3[CH:19]=[CH:18][CH:17]=[CH:16][C:15]=3[OH:20])[O:11]2)=[CH:6][CH:5]=1)[CH3:2]. (3) Given the reactants C(OC([N:8]1[CH2:13][CH2:12][CH:11]([N:14]([C:18]([C:20]2[CH:21]=[N:22][C:23](Cl)=[N:24][CH:25]=2)=[O:19])[CH:15]2[CH2:17][CH2:16]2)[CH2:10][CH2:9]1)=O)(C)(C)C.[C:27]([CH2:29][C:30]1[CH:35]=[CH:34][C:33](B(O)O)=[CH:32][CH:31]=1)#[N:28], predict the reaction product. The product is: [CH:15]1([N:14]([CH:11]2[CH2:10][CH2:9][NH:8][CH2:13][CH2:12]2)[C:18]([C:20]2[CH:21]=[N:22][C:23]([C:33]3[CH:34]=[CH:35][C:30]([CH2:29][C:27]#[N:28])=[CH:31][CH:32]=3)=[N:24][CH:25]=2)=[O:19])[CH2:16][CH2:17]1. (4) The product is: [CH3:1][C:2]1[C:7]([O:8][CH2:25][CH:20]2[CH2:21][CH:22]3[N:18]([C:16]([O:15][C:11]([CH3:12])([CH3:14])[CH3:13])=[O:17])[CH:19]2[CH2:24][CH2:23]3)=[CH:6][CH:5]=[CH:4][N:3]=1. Given the reactants [CH3:1][C:2]1[C:7]([OH:8])=[CH:6][CH:5]=[CH:4][N:3]=1.[OH-].[K+].[C:11]([O:15][C:16]([N:18]1[CH:22]2[CH2:23][CH2:24][CH:19]1[CH:20]([CH2:25]OS(C)(=O)=O)[CH2:21]2)=[O:17])([CH3:14])([CH3:13])[CH3:12].O, predict the reaction product. (5) Given the reactants [CH3:1][C:2]1([CH3:13])[CH2:11][C:10](=O)[C:9]2[C:4](=[CH:5][CH:6]=[CH:7][CH:8]=2)[O:3]1.C([O-])(=O)C.[NH4+].C([BH3-])#[N:20].[Na+], predict the reaction product. The product is: [CH3:1][C:2]1([CH3:13])[CH2:11][CH:10]([NH2:20])[C:9]2[C:4](=[CH:5][CH:6]=[CH:7][CH:8]=2)[O:3]1. (6) The product is: [C:23]1([C:19]2[CH:18]=[C:17]([C:10]3[N:9]=[C:8]([NH:29][C:30]4[CH:31]=[C:32]5[C:36](=[CH:37][CH:38]=4)[N:35]([C:39]([O:41][C:42]([CH3:43])([CH3:44])[CH3:45])=[O:40])[N:34]=[CH:33]5)[C:7]4[C:12](=[CH:13][C:14]([O:15][CH3:16])=[C:5]([O:4][CH2:3][CH2:2][N:50]5[CH2:51][CH2:52][CH2:53][N:47]([CH3:46])[CH2:48][CH2:49]5)[CH:6]=4)[N:11]=3)[CH:22]=[CH:21][CH:20]=2)[CH:24]=[CH:25][CH:26]=[CH:27][CH:28]=1. Given the reactants Cl[CH2:2][CH2:3][O:4][C:5]1[CH:6]=[C:7]2[C:12](=[CH:13][C:14]=1[O:15][CH3:16])[N:11]=[C:10]([C:17]1[CH:22]=[CH:21][CH:20]=[C:19]([C:23]3[CH:28]=[CH:27][CH:26]=[CH:25][CH:24]=3)[CH:18]=1)[N:9]=[C:8]2[NH:29][C:30]1[CH:31]=[C:32]2[C:36](=[CH:37][CH:38]=1)[N:35]([C:39]([O:41][C:42]([CH3:45])([CH3:44])[CH3:43])=[O:40])[N:34]=[CH:33]2.[CH3:46][N:47]1[CH2:53][CH2:52][CH2:51][NH:50][CH2:49][CH2:48]1, predict the reaction product. (7) The product is: [I:1][C:2]1[C:3]2[CH:10]=[CH:9][N:8]([CH2:20][O:19][CH2:18][CH2:17][Si:14]([CH3:16])([CH3:15])[CH3:13])[C:4]=2[N:5]=[CH:6][N:7]=1. Given the reactants [I:1][C:2]1[C:3]2[CH:10]=[CH:9][NH:8][C:4]=2[N:5]=[CH:6][N:7]=1.[H-].[Na+].[CH3:13][Si:14]([CH2:17][CH2:18][O:19][CH2:20]Cl)([CH3:16])[CH3:15], predict the reaction product. (8) Given the reactants [C:1]1([C:24]2[CH:29]=[CH:28][CH:27]=[CH:26][CH:25]=2)[CH:6]=[CH:5][C:4]([C:7]2[N:8]=C(CO)[N:10]([C:12]3[CH:17]=[CH:16][CH:15]=[C:14]([C:18]([F:21])([F:20])[F:19])[CH:13]=3)[N:11]=2)=[CH:3][CH:2]=1.[C-]#N.[Na+].C[OH:34].[CH2:35]1[CH2:39][O:38][CH2:37]C1, predict the reaction product. The product is: [CH3:37][O:38][C:39]([C:35]1[N:10]([C:12]2[CH:17]=[CH:16][CH:15]=[C:14]([C:18]([F:19])([F:21])[F:20])[CH:13]=2)[N:11]=[C:7]([C:4]2[CH:5]=[CH:6][C:1]([C:24]3[CH:25]=[CH:26][CH:27]=[CH:28][CH:29]=3)=[CH:2][CH:3]=2)[N:8]=1)=[O:34]. (9) The product is: [CH3:1][O:2][C:3]1[N:8]=[C:7](/[CH:9]=[C:14](/[C:13](=[O:24])[CH:12]([CH3:11])[CH3:25])\[C:15]([NH:17][C:18]2[CH:19]=[CH:20][CH:21]=[CH:22][CH:23]=2)=[O:16])[CH:6]=[CH:5][N:4]=1. Given the reactants [CH3:1][O:2][C:3]1[N:8]=[C:7]([CH:9]=O)[CH:6]=[CH:5][N:4]=1.[CH3:11][CH:12]([CH3:25])[C:13](=[O:24])[CH2:14][C:15]([NH:17][C:18]1[CH:23]=[CH:22][CH:21]=[CH:20][CH:19]=1)=[O:16], predict the reaction product.